Dataset: Serine/threonine kinase 33 screen with 319,792 compounds. Task: Binary Classification. Given a drug SMILES string, predict its activity (active/inactive) in a high-throughput screening assay against a specified biological target. (1) The molecule is S(c1n(c2ccc(cc2)C)c(nn1)c1ncccc1)CC(OC(C)C)=O. The result is 0 (inactive). (2) The molecule is S(=O)(=O)(Nc1c(cccc1)C(OC(C(=O)Nc1cc(ccc1)C)C)=O)c1cc(c(c([N+]([O-])=O)c1)C)C. The result is 0 (inactive). (3) The drug is S(Cc1[nH]c2c(n1)ccc(c2)C(=O)c1ccccc1)c1nc(nc2c3c(oc12)cccc3)C. The result is 0 (inactive).